Dataset: Reaction yield outcomes from USPTO patents with 853,638 reactions. Task: Predict the reaction yield, written as a fraction of the theoretical maximum amount of product (1.0 means a 100% yield; for example, 0.34 means a 34% yield). (1) The reactants are [N+:1]([C:4]1[N:9]=[CH:8][C:7]([N:10]2[CH2:15][CH2:14][N:13]([C:16]([O:18][C:19]([CH3:22])([CH3:21])[CH3:20])=[O:17])[CH2:12][CH2:11]2)=[CH:6][CH:5]=1)([O-])=O. The catalyst is [Pd].C(O)C. The product is [NH2:1][C:4]1[N:9]=[CH:8][C:7]([N:10]2[CH2:15][CH2:14][N:13]([C:16]([O:18][C:19]([CH3:22])([CH3:21])[CH3:20])=[O:17])[CH2:12][CH2:11]2)=[CH:6][CH:5]=1. The yield is 0.970. (2) The reactants are CO[C:3](=[O:20])[C:4]1[CH:9]=[C:8]([CH:10]2[CH2:14][CH2:13][CH2:12][O:11]2)[C:7]([C:15]([F:18])([F:17])[F:16])=[CH:6][C:5]=1[NH2:19].CC[N:23]([CH2:26]C)CC.[CH3:28][S:29]([NH:32]N)(=[O:31])=[O:30].[OH-:34].[Na+].Cl. The catalyst is C1COCC1. The product is [O:34]=[C:26]1[N:23]([NH:32][S:29]([CH3:28])(=[O:31])=[O:30])[C:3](=[O:20])[C:4]2[C:5](=[CH:6][C:7]([C:15]([F:16])([F:17])[F:18])=[C:8]([CH:10]3[CH2:14][CH2:13][CH2:12][O:11]3)[CH:9]=2)[NH:19]1. The yield is 0.870.